This data is from Full USPTO retrosynthesis dataset with 1.9M reactions from patents (1976-2016). The task is: Predict the reactants needed to synthesize the given product. (1) Given the product [F:3][C:4]1[CH:16]=[CH:15][C:7]2[C:8](=[O:14])[N:9]([CH2:18][O:19][CH3:20])[C:10]([CH3:12])([CH3:13])[O:11][C:6]=2[CH:5]=1, predict the reactants needed to synthesize it. The reactants are: [H-].[Na+].[F:3][C:4]1[CH:16]=[CH:15][C:7]2[C:8](=[O:14])[NH:9][C:10]([CH3:13])([CH3:12])[O:11][C:6]=2[CH:5]=1.Cl[CH2:18][O:19][CH3:20]. (2) The reactants are: [CH2:1]([N:8]=[C:9]=[O:10])[CH2:2][CH2:3][CH2:4][CH2:5][CH2:6][CH3:7].[CH3:11][NH:12][C:13]1[CH:14]=[C:15]([C:19]2[N:24]=[CH:23][C:22]([CH2:25][CH2:26][C:27]([O:29][CH2:30][CH3:31])=[O:28])=[CH:21][CH:20]=2)[CH:16]=[CH:17][CH:18]=1.O1CCCC1.C(N(CC)CC)C. Given the product [CH2:1]([NH:8][C:9](=[O:10])[N:12]([C:13]1[CH:14]=[C:15]([C:19]2[N:24]=[CH:23][C:22]([CH2:25][CH2:26][C:27]([O:29][CH2:30][CH3:31])=[O:28])=[CH:21][CH:20]=2)[CH:16]=[CH:17][CH:18]=1)[CH3:11])[CH2:2][CH2:3][CH2:4][CH2:5][CH2:6][CH3:7], predict the reactants needed to synthesize it. (3) Given the product [ClH:33].[ClH:34].[CH2:1]([N:8]1[CH2:13][CH2:12][CH:11]([NH:14][C:15]2[N:20]=[CH:19][C:18](/[CH:21]=[CH:22]/[C:23]([NH:25][OH:26])=[O:24])=[CH:17][C:16]=2[Cl:33])[CH2:10][CH2:9]1)[C:2]1[CH:7]=[CH:6][CH:5]=[CH:4][CH:3]=1, predict the reactants needed to synthesize it. The reactants are: [CH2:1]([N:8]1[CH2:13][CH2:12][CH:11]([NH:14][C:15]2[N:20]=[CH:19][C:18](/[CH:21]=[CH:22]/[C:23]([NH:25][O:26]C3CCCCO3)=[O:24])=[CH:17][C:16]=2[Cl:33])[CH2:10][CH2:9]1)[C:2]1[CH:7]=[CH:6][CH:5]=[CH:4][CH:3]=1.[ClH:34]. (4) Given the product [C:29]([NH:28][C:26]1[C:25](=[O:34])[C:24]2[N:23]=[C:22]([CH3:40])[CH:21]=[CH:20][C:19]=2[C:18](=[O:41])[CH:27]=1)(=[O:33])[CH2:30][CH2:31][CH3:32], predict the reactants needed to synthesize it. The reactants are: [Cr](O[Cr]([O-])(=O)=O)([O-])(=O)=O.[K+].[K+].C(N[C:18]1[CH:27]=[C:26]([NH:28][C:29](=[O:33])[CH2:30][CH2:31][CH3:32])[C:25]([O:34]C(=O)CCC)=[C:24]2[C:19]=1[CH:20]=[CH:21][C:22]([CH3:40])=[N:23]2)(=O)CCC.[OH2:41]. (5) Given the product [Br:1][C:2]1[C:7]([O:8][CH3:9])=[CH:6][C:5]([C:10]2[O:11][C:12]([C:20](=[O:36])[CH:21]([O:34][CH3:35])[C:22]3[CH:23]=[CH:24][C:25]([C:28]4[S:29][C:30]([CH3:33])=[N:31][N:32]=4)=[CH:26][CH:27]=3)=[CH:13][CH:14]=2)=[CH:4][C:3]=1[O:15][CH3:16], predict the reactants needed to synthesize it. The reactants are: [Br:1][C:2]1[C:7]([O:8][CH3:9])=[CH:6][C:5]([C:10]2[O:11][CH:12]=[CH:13][CH:14]=2)=[CH:4][C:3]=1[O:15][CH3:16].CON(C)[C:20](=[O:36])[CH:21]([O:34][CH3:35])[C:22]1[CH:27]=[CH:26][C:25]([C:28]2[S:29][C:30]([CH3:33])=[N:31][N:32]=2)=[CH:24][CH:23]=1. (6) Given the product [F:11][C:7]1[CH:8]=[CH:9][CH:10]=[C:2]2[C:3]=1[C:4](=[O:6])[N:22]([CH:23]1[CH2:28][CH2:27][C:26](=[O:29])[NH:25][C:24]1=[O:30])[C:15]([CH3:16])=[N:1]2, predict the reactants needed to synthesize it. The reactants are: [NH2:1][C:2]1[CH:10]=[CH:9][CH:8]=[C:7]([F:11])[C:3]=1[C:4]([OH:6])=O.N1[CH:16]=[CH:15]N=C1.C(Cl)(=O)C.Cl.[NH2:22][CH:23]1[CH2:28][CH2:27][C:26](=[O:29])[NH:25][C:24]1=[O:30].P(OC1C=CC=CC=1)(OC1C=CC=CC=1)OC1C=CC=CC=1. (7) Given the product [C:1]([O:5][C:6]([N:8]1[CH2:25][CH2:24][C:11]2([N:15]=[C:14]([C:16]3[CH:21]=[CH:20][CH:19]=[C:18]([C:31]4[C:27]([CH3:26])=[N:28][O:29][C:30]=4[CH3:35])[CH:17]=3)[NH:13][C:12]2=[O:23])[CH2:10][CH2:9]1)=[O:7])([CH3:4])([CH3:3])[CH3:2], predict the reactants needed to synthesize it. The reactants are: [C:1]([O:5][C:6]([N:8]1[CH2:25][CH2:24][C:11]2([N:15]=[C:14]([C:16]3[CH:21]=[CH:20][CH:19]=[C:18](Br)[CH:17]=3)[NH:13][C:12]2=[O:23])[CH2:10][CH2:9]1)=[O:7])([CH3:4])([CH3:3])[CH3:2].[CH3:26][C:27]1[C:31](B(O)O)=[C:30]([CH3:35])[O:29][N:28]=1.[O-]P([O-])([O-])=O.[K+].[K+].[K+]. (8) Given the product [CH3:21][N:8]([C:9]1[CH:14]=[CH:13][N:12]=[C:11]([C:15]2[CH:20]=[CH:19][CH:18]=[CH:17][CH:16]=2)[N:10]=1)[C:6]1[CH:5]=[CH:4][N:3]=[C:2]([NH:22][CH2:23][C@@H:24]([C:26]2[CH:31]=[CH:30][CH:29]=[CH:28][CH:27]=2)[OH:25])[N:7]=1, predict the reactants needed to synthesize it. The reactants are: F[C:2]1[N:7]=[C:6]([N:8]([CH3:21])[C:9]2[CH:14]=[CH:13][N:12]=[C:11]([C:15]3[CH:20]=[CH:19][CH:18]=[CH:17][CH:16]=3)[N:10]=2)[CH:5]=[CH:4][N:3]=1.[NH2:22][CH2:23][C@@H:24]([C:26]1[CH:31]=[CH:30][CH:29]=[CH:28][CH:27]=1)[OH:25]. (9) Given the product [NH2:8][C:7]1[C:2]([OH:1])=[C:3]([C:11]([N:13]2[CH2:17][CH2:16][C@@H:15]([OH:18])[CH2:14]2)=[O:12])[CH:4]=[CH:5][CH:6]=1, predict the reactants needed to synthesize it. The reactants are: [OH:1][C:2]1[C:7]([N+:8]([O-])=O)=[CH:6][CH:5]=[CH:4][C:3]=1[C:11]([N:13]1[CH2:17][CH2:16][C@@H:15]([OH:18])[CH2:14]1)=[O:12].[H][H].